This data is from Reaction yield outcomes from USPTO patents with 853,638 reactions. The task is: Predict the reaction yield, written as a fraction of the theoretical maximum amount of product (1.0 means a 100% yield; for example, 0.34 means a 34% yield). (1) The reactants are [CH3:1][O:2][C:3]1[CH:19]=[CH:18][C:6]([CH2:7][O:8][C:9]2[CH:10]=[CH:11][C:12]([Br:17])=[C:13]([CH:16]=2)[CH:14]=[O:15])=[CH:5][CH:4]=1.[BH4-].[Na+]. The catalyst is CO. The product is [CH3:1][O:2][C:3]1[CH:4]=[CH:5][C:6]([CH2:7][O:8][C:9]2[CH:10]=[CH:11][C:12]([Br:17])=[C:13]([CH2:14][OH:15])[CH:16]=2)=[CH:18][CH:19]=1. The yield is 0.770. (2) The reactants are [I:1][C:2]1[CH:7]=[CH:6][C:5]([C:8]2[CH:13]=[CH:12][C:11]([C:14]([OH:16])=O)=[CH:10][CH:9]=2)=[CH:4][CH:3]=1.Cl.[CH3:18][NH:19][C:20](=[O:28])[C@H:21]([C:24](=[O:27])[O:25][CH3:26])[NH:22][CH3:23]. No catalyst specified. The product is [I:1][C:2]1[CH:3]=[CH:4][C:5]([C:8]2[CH:9]=[CH:10][C:11]([C:14](=[O:16])[N:22]([CH:21]([C:20]([NH:19][CH3:18])=[O:28])[C:24]([O:25][CH3:26])=[O:27])[CH3:23])=[CH:12][CH:13]=2)=[CH:6][CH:7]=1. The yield is 0.580. (3) The reactants are Cl[C:2]1[C:11]2[C:6](=[CH:7][CH:8]=[CH:9][CH:10]=2)[N:5]=[CH:4][C:3]=1[N+:12]([O-:14])=[O:13].[NH2:15][CH2:16][C:17]1([OH:23])[CH2:22][CH2:21][O:20][CH2:19][CH2:18]1. The catalyst is O. The product is [N+:12]([C:3]1[CH:4]=[N:5][C:6]2[C:11]([C:2]=1[NH:15][CH2:16][C:17]1([OH:23])[CH2:22][CH2:21][O:20][CH2:19][CH2:18]1)=[CH:10][CH:9]=[CH:8][CH:7]=2)([O-:14])=[O:13]. The yield is 0.900. (4) The reactants are [Br:1][C:2]1[CH:3]=[C:4]([N:9]2[CH2:14][CH2:13][NH:12][CH2:11][CH2:10]2)[CH:5]=[C:6]([F:8])[CH:7]=1.C(O[C:18]1(O[Si](C)(C)C)[CH2:20][CH2:19]1)C.C(O)(=O)C. The catalyst is CO.C1COCC1.CCOC(C)=O. The product is [Br:1][C:2]1[CH:3]=[C:4]([N:9]2[CH2:14][CH2:13][N:12]([CH:18]3[CH2:20][CH2:19]3)[CH2:11][CH2:10]2)[CH:5]=[C:6]([F:8])[CH:7]=1. The yield is 1.00. (5) The reactants are [N+:1]([C:4]1[CH:5]=[C:6]2[C:14](=[CH:15][CH:16]=1)[NH:13][C:12]1[CH2:11][CH2:10][CH2:9][CH2:8][C:7]2=1)([O-])=O.C(O)C.O.O.[Sn](Cl)Cl. The catalyst is C(=O)(O)[O-].[Na+]. The product is [CH2:11]1[C:12]2[NH:13][C:14]3[C:6](=[CH:5][C:4]([NH2:1])=[CH:16][CH:15]=3)[C:7]=2[CH2:8][CH2:9][CH2:10]1. The yield is 0.950. (6) The reactants are I[C:2]1[CH:7]=[CH:6][CH:5]=[CH:4][C:3]=1[N+:8]([O-:10])=[O:9].C1([Mg]Cl)C=CC=CC=1.[CH:19](=[O:23])[CH:20]([CH3:22])[CH3:21]. The catalyst is C1COCC1. The product is [N+:8]([C:3]1[CH:4]=[CH:5][CH:6]=[CH:7][C:2]=1[CH:19]([OH:23])[CH:20]([CH3:22])[CH3:21])([O-:10])=[O:9]. The yield is 0.990. (7) The reactants are BrC1C=CC(S(O[CH2:12][C@@H:13]2[O:27][C:17]3=[C:18]4[C:23](=[CH:24][CH:25]=[C:16]3[O:15][CH2:14]2)[N:22]=[C:21]([CH3:26])[CH:20]=[CH:19]4)(=O)=O)=CC=1.[NH:28]1[CH2:33][CH:32]=[C:31]([C:34]2[C:42]3[C:37](=[CH:38][CH:39]=[CH:40][CH:41]=3)[NH:36][CH:35]=2)[CH2:30][CH2:29]1.C(N(C(C)C)CC)(C)C.CO. The catalyst is CS(C)=O. The product is [NH:36]1[C:37]2[C:42](=[CH:41][CH:40]=[CH:39][CH:38]=2)[C:34]([C:31]2[CH2:32][CH2:33][N:28]([CH2:12][C@@H:13]3[O:27][C:17]4=[C:18]5[C:23](=[CH:24][CH:25]=[C:16]4[O:15][CH2:14]3)[N:22]=[C:21]([CH3:26])[CH:20]=[CH:19]5)[CH2:29][CH:30]=2)=[CH:35]1. The yield is 0.710.